This data is from Reaction yield outcomes from USPTO patents with 853,638 reactions. The task is: Predict the reaction yield, written as a fraction of the theoretical maximum amount of product (1.0 means a 100% yield; for example, 0.34 means a 34% yield). (1) The reactants are [C:1]([O:5][C:6]([CH2:8][CH2:9][C:10](=[O:15])[C:11]([O:13][CH3:14])=[O:12])=[O:7])([CH3:4])([CH3:3])[CH3:2].C(O[BH-](OC(=O)C)OC(=O)C)(=O)C.[Na+].C(OC(CCCCCC(O)C(OC)=O)=O)(C)(C)C. No catalyst specified. The product is [C:1]([O:5][C:6]([CH2:8][CH2:9][CH:10]([OH:15])[C:11]([O:13][CH3:14])=[O:12])=[O:7])([CH3:3])([CH3:4])[CH3:2]. The yield is 0.280. (2) The reactants are C(NC(C)C)(C)C.C([Li])CCC.[Cl:13][C:14]1[CH:15]=[C:16]([CH2:21][C:22]([OH:24])=[O:23])[CH:17]=[CH:18][C:19]=1[Cl:20].I[CH2:26][CH:27]1[CH2:31][CH2:30][CH2:29][CH2:28]1.Cl. The catalyst is O1CCCC1.CN(C)P(N(C)C)(N(C)C)=O. The product is [CH:27]1([CH2:26][CH:21]([C:16]2[CH:17]=[CH:18][C:19]([Cl:20])=[C:14]([Cl:13])[CH:15]=2)[C:22]([OH:24])=[O:23])[CH2:31][CH2:30][CH2:29][CH2:28]1. The yield is 0.810.